This data is from Reaction yield outcomes from USPTO patents with 853,638 reactions. The task is: Predict the reaction yield, written as a fraction of the theoretical maximum amount of product (1.0 means a 100% yield; for example, 0.34 means a 34% yield). (1) The reactants are Br[C:2]1[CH:11]=[C:10]2[C:5]([CH:6]=[N:7][C:8]([NH2:12])=[N:9]2)=[C:4]([F:13])[CH:3]=1.F[B-](F)(F)F.F[B-](F)(F)F.C1(P(C2CCCCC2)CCCP(C2CCCCC2)C2CCCCC2)CCCCC1.[C:53]([O-:56])([O-])=[O:54].[K+].[K+].[CH3:59]O. The catalyst is CN(C=O)C.CC([O-])=O.CC([O-])=O.[Pd+2]. The product is [NH2:12][C:8]1[N:7]=[CH:6][C:5]2[C:10](=[CH:11][C:2]([C:53]([O:56][CH3:59])=[O:54])=[CH:3][C:4]=2[F:13])[N:9]=1. The yield is 0.590. (2) The reactants are [Cl:1][C:2]1[CH:3]=[C:4]([CH:7]=[CH:8][CH:9]=1)[CH2:5]Cl.[H-].[Na+].[F:12][C:13]([F:22])([F:21])[CH2:14][CH2:15][CH:16]([C:19]#[N:20])[C:17]#[N:18]. The catalyst is CN(C)C=O. The product is [Cl:1][C:2]1[CH:3]=[C:4]([CH:7]=[CH:8][CH:9]=1)[CH2:5][C:16]([CH2:15][CH2:14][C:13]([F:12])([F:21])[F:22])([C:17]#[N:18])[C:19]#[N:20]. The yield is 0.420.